Dataset: Reaction yield outcomes from USPTO patents with 853,638 reactions. Task: Predict the reaction yield, written as a fraction of the theoretical maximum amount of product (1.0 means a 100% yield; for example, 0.34 means a 34% yield). The yield is 0.320. No catalyst specified. The reactants are [ClH:1].NC(=O)[C@@H:4]([NH:11][C:12](=[O:32])[CH2:13][C:14]([NH:16][C:17]1[CH:22]=[CH:21][C:20]([O:23][C:24]2[CH:29]=[CH:28][N:27]=[C:26]([NH2:30])[CH:25]=2)=[C:19]([F:31])[CH:18]=1)=[O:15])[C:5]1[CH:10]=CC=C[CH:6]=1.[CH3:34]C(C)(C)CN. The product is [ClH:1].[NH2:30][C:26]1[CH:25]=[C:24]([O:23][C:20]2[CH:21]=[CH:22][C:17]([NH:16][C:14](=[O:15])[CH2:13][C:12]([NH:11][CH2:4][C:5]([CH3:10])([CH3:34])[CH3:6])=[O:32])=[CH:18][C:19]=2[F:31])[CH:29]=[CH:28][N:27]=1.